Dataset: Full USPTO retrosynthesis dataset with 1.9M reactions from patents (1976-2016). Task: Predict the reactants needed to synthesize the given product. (1) Given the product [NH2:19][C@H:17]([C:16]1[N:4]([CH:1]2[CH2:3][CH2:2]2)[C:5]2[C:10]([C:11]([NH:12][CH3:13])=[O:14])=[CH:9][CH:8]=[CH:7][C:6]=2[N:15]=1)[CH3:18], predict the reactants needed to synthesize it. The reactants are: [CH:1]1([NH:4][C:5]2[C:10]([C:11](=[O:14])[NH:12][CH3:13])=[CH:9][CH:8]=[CH:7][C:6]=2[NH:15][C:16](=O)[C@@H:17]([NH:19]C(=O)OC(C)(C)C)[CH3:18])[CH2:3][CH2:2]1. (2) The reactants are: Cl[C:2]1[N:7]=[C:6](Cl)[C:5]([F:9])=[CH:4][N:3]=1.[CH2:10]([OH:13])[CH:11]=[CH2:12].CC([O-:18])(C)C.[K+].[OH-].[K+]. Given the product [CH2:10]([O:13][C:2]1[N:7]=[C:6]([OH:18])[C:5]([F:9])=[CH:4][N:3]=1)[CH:11]=[CH2:12], predict the reactants needed to synthesize it.